Dataset: Reaction yield outcomes from USPTO patents with 853,638 reactions. Task: Predict the reaction yield, written as a fraction of the theoretical maximum amount of product (1.0 means a 100% yield; for example, 0.34 means a 34% yield). (1) The reactants are [Br:1][C:2]1[CH:10]=[CH:9][C:5]([C:6]([OH:8])=O)=[CH:4][CH:3]=1.[H-].[Na+].[CH2:13]([O:15][C:16](=[O:24])[CH:17](Cl)[C:18](=O)[CH:19]([CH3:21])[CH3:20])[CH3:14].C([O-])(=O)C.[NH4+:29]. The catalyst is CN(C=O)C. The product is [CH2:13]([O:15][C:16]([C:17]1[O:8][C:6]([C:5]2[CH:4]=[CH:3][C:2]([Br:1])=[CH:10][CH:9]=2)=[N:29][C:18]=1[CH:19]([CH3:21])[CH3:20])=[O:24])[CH3:14]. The yield is 0.550. (2) The reactants are [NH2:1][C:2]1[CH:3]=[C:4]([C:8]2[C:16]3[C:11](=[CH:12][CH:13]=[C:14]([C:17]([NH2:19])=[O:18])[CH:15]=3)[N:10](C3CCCCO3)[N:9]=2)[CH:5]=[CH:6][CH:7]=1.[Cl:26][C:27]1[CH:32]=[C:31]([F:33])[CH:30]=[CH:29][C:28]=1[CH2:34][C:35](O)=[O:36].CCN=C=NCCCN(C)C. No catalyst specified. The product is [Cl:26][C:27]1[CH:32]=[C:31]([F:33])[CH:30]=[CH:29][C:28]=1[CH2:34][C:35]([NH:1][C:2]1[CH:3]=[C:4]([C:8]2[C:16]3[C:11](=[CH:12][CH:13]=[C:14]([C:17]([NH2:19])=[O:18])[CH:15]=3)[NH:10][N:9]=2)[CH:5]=[CH:6][CH:7]=1)=[O:36]. The yield is 0.140. (3) The reactants are Cl[C:2]1[N:7]=[C:6]([S:8][C:9]2[CH:14]=[CH:13][C:12]([NH:15][C:16]([CH:18]3[CH2:20][CH2:19]3)=[O:17])=[CH:11][CH:10]=2)[CH:5]=[N:4][CH:3]=1.[NH2:21][C:22]1[CH:26]=[C:25]([CH3:27])[NH:24][N:23]=1.C1(P(C2C=CC=CC=2)C2C3OC4C(=CC=CC=4P(C4C=CC=CC=4)C4C=CC=CC=4)C(C)(C)C=3C=CC=2)C=CC=CC=1.C(=O)([O-])[O-].[Na+].[Na+]. The catalyst is O1CCOCC1.[Pd].[Pd].C(=CC(C=CC1C=CC=CC=1)=O)C1C=CC=CC=1.C(=CC(C=CC1C=CC=CC=1)=O)C1C=CC=CC=1.C(=CC(C=CC1C=CC=CC=1)=O)C1C=CC=CC=1.C(OCC)(=O)C.O. The product is [CH3:27][C:25]1[CH:26]=[C:22]([NH:21][C:2]2[N:7]=[C:6]([S:8][C:9]3[CH:14]=[CH:13][C:12]([NH:15][C:16]([CH:18]4[CH2:20][CH2:19]4)=[O:17])=[CH:11][CH:10]=3)[CH:5]=[N:4][CH:3]=2)[NH:23][N:24]=1. The yield is 0.0600. (4) The yield is 0.970. The product is [Cl-:1].[NH2:30][C:24]1([CH2:27][CH2:28][OH:29])[CH2:25][CH2:26][C@@H:22]([C:20]([NH:19][C@H:15]([CH:16]([CH3:18])[CH3:17])[C:14]([N:11]2[CH2:12][CH2:13][C@@:8]([C:5]3[CH:6]=[CH:7][C:2]([Cl:1])=[CH:3][CH:4]=3)([OH:41])[C:9]([CH3:40])([CH3:39])[CH2:10]2)=[O:38])=[O:21])[CH2:23]1. No catalyst specified. The reactants are [Cl:1][C:2]1[CH:7]=[CH:6][C:5]([C@@:8]2([OH:41])[CH2:13][CH2:12][N:11]([C:14](=[O:38])[C@H:15]([NH:19][C:20]([C@@H:22]3[CH2:26][CH2:25][C:24]([NH:30]C(=O)OC(C)(C)C)([CH2:27][CH2:28][OH:29])[CH2:23]3)=[O:21])[CH:16]([CH3:18])[CH3:17])[CH2:10][C:9]2([CH3:40])[CH3:39])=[CH:4][CH:3]=1.Cl. (5) The reactants are COC1C=CC(C[N:10]2[C:15](=[O:16])[CH:14]=[C:13]3[CH2:17][CH2:18][CH2:19][O:20][C:12]3=[N:11]2)=CC=1.C1(OC)C=CC=CC=1. The catalyst is C(O)(C(F)(F)F)=O. The product is [N:11]1[NH:10][C:15](=[O:16])[CH:14]=[C:13]2[CH2:17][CH2:18][CH2:19][O:20][C:12]=12. The yield is 0.880.